Dataset: Peptide-MHC class I binding affinity with 185,985 pairs from IEDB/IMGT. Task: Regression. Given a peptide amino acid sequence and an MHC pseudo amino acid sequence, predict their binding affinity value. This is MHC class I binding data. (1) The peptide sequence is VQLESRFTP. The MHC is HLA-A02:01 with pseudo-sequence HLA-A02:01. The binding affinity (normalized) is 0. (2) The peptide sequence is KLAKEKKLL. The MHC is HLA-A02:06 with pseudo-sequence HLA-A02:06. The binding affinity (normalized) is 0.0256. (3) The peptide sequence is KSRQGDTKV. The MHC is HLA-B46:01 with pseudo-sequence HLA-B46:01. The binding affinity (normalized) is 0.0847. (4) The peptide sequence is CVADYSVLY. The MHC is Patr-B0101 with pseudo-sequence Patr-B0101. The binding affinity (normalized) is 0.0759. (5) The peptide sequence is KPKALSEAF. The MHC is HLA-B15:01 with pseudo-sequence HLA-B15:01. The binding affinity (normalized) is 0.0847.